From a dataset of Forward reaction prediction with 1.9M reactions from USPTO patents (1976-2016). Predict the product of the given reaction. Given the reactants [NH2:1][C:2]1[S:3][C@H:4]2[O:10][C@H:9]([CH2:11][OH:12])[C@@H:8]([OH:13])[C@H:7]([OH:14])[C@H:5]2[N:6]=1.[N:15]([CH2:18][CH3:19])=[C:16]=[O:17], predict the reaction product. The product is: [OH:13][CH:8]1[C@@H:9]([CH2:11][OH:12])[O:10][C@H:4]2[C@H:5]([N:6]=[C:2]([NH:1][C:16]([NH:15][CH2:18][CH3:19])=[O:17])[S:3]2)[C@H:7]1[OH:14].